Dataset: Forward reaction prediction with 1.9M reactions from USPTO patents (1976-2016). Task: Predict the product of the given reaction. (1) Given the reactants [C:1]([NH:4][C:5]1[CH:38]=[CH:37][C:8]([O:9][C:10](=[O:36])[CH:11]([NH:28]C(OC(C)(C)C)=O)[CH2:12][S:13][S:14][CH2:15][CH:16]([NH:20]C(OC(C)(C)C)=O)[C:17]([OH:19])=[O:18])=[CH:7][CH:6]=1)(=[O:3])[CH3:2].CO.[Cl:41]CCl, predict the reaction product. The product is: [ClH:41].[ClH:41].[C:1]([NH:4][C:5]1[CH:38]=[CH:37][C:8]([O:9][C:10](=[O:36])[CH:11]([NH2:28])[CH2:12][S:13][S:14][CH2:15][CH:16]([NH2:20])[C:17]([OH:19])=[O:18])=[CH:7][CH:6]=1)(=[O:3])[CH3:2]. (2) Given the reactants [C:1]([N:4]1[CH2:9][CH2:8][N:7]([C:10]2[N:11]=[C:12]([NH:23][C@@H:24]([C:26]3[CH:31]=[CH:30][C:29]([CH2:32]O)=[CH:28][CH:27]=3)[CH3:25])[C:13]3[CH2:18][N:17]([CH:19]([CH3:21])[CH3:20])[C:16](=[O:22])[C:14]=3[N:15]=2)[CH2:6][CH2:5]1)(=[O:3])[CH3:2].C1(P(C2C=CC=CC=2)C2C=CC=CC=2)C=CC=CC=1.Br[N:54]1[C:58](=O)CC[C:55]1=O.CNC, predict the reaction product. The product is: [C:1]([N:4]1[CH2:9][CH2:8][N:7]([C:10]2[N:11]=[C:12]([NH:23][C@@H:24]([C:26]3[CH:31]=[CH:30][C:29]([CH2:32][N:54]([CH3:58])[CH3:55])=[CH:28][CH:27]=3)[CH3:25])[C:13]3[CH2:18][N:17]([CH:19]([CH3:20])[CH3:21])[C:16](=[O:22])[C:14]=3[N:15]=2)[CH2:6][CH2:5]1)(=[O:3])[CH3:2]. (3) Given the reactants F[C:2]1[CH:9]=[CH:8][CH:7]=[CH:6][C:3]=1[CH:4]=[O:5].[Cl:10][C:11]1[CH:16]=[CH:15][C:14]([OH:17])=[CH:13][CH:12]=1.C([O-])([O-])=O.[K+].[K+].O, predict the reaction product. The product is: [Cl:10][C:11]1[CH:16]=[CH:15][C:14]([O:17][C:2]2[CH:9]=[CH:8][CH:7]=[CH:6][C:3]=2[CH:4]=[O:5])=[CH:13][CH:12]=1. (4) The product is: [Br:1][C:2]1[CH:3]=[C:4]2[C:9](=[CH:10][CH:11]=1)[O:8][CH:7]([C:12]1[CH:17]=[CH:16][CH:15]=[CH:14][N:13]=1)[CH2:6][C:5]2=[N:25][C:19]#[N:20]. Given the reactants [Br:1][C:2]1[CH:3]=[C:4]2[C:9](=[CH:10][CH:11]=1)[O:8][CH:7]([C:12]1[CH:17]=[CH:16][CH:15]=[CH:14][N:13]=1)[CH2:6][C:5]2=O.[C:19](=[N:25][Si](C)(C)C)=[N:20][Si](C)(C)C, predict the reaction product. (5) Given the reactants [H-].[Na+].[CH3:3][O:4][C:5]1[C:13]2[N:12]=[N:11][NH:10][C:9]=2[CH:8]=[CH:7][CH:6]=1.Cl[C:15]1[CH:20]=[CH:19][N:18]=[C:17]([S:21][CH3:22])[N:16]=1, predict the reaction product. The product is: [CH3:3][O:4][C:5]1[C:13]2[N:12]=[N:11][N:10]([C:15]3[CH:20]=[CH:19][N:18]=[C:17]([S:21][CH3:22])[N:16]=3)[C:9]=2[CH:8]=[CH:7][CH:6]=1.